Dataset: Forward reaction prediction with 1.9M reactions from USPTO patents (1976-2016). Task: Predict the product of the given reaction. Given the reactants [CH3:1][N:2]1[C:10]2[C:5](=[CH:6][C:7]([NH2:11])=[CH:8][CH:9]=2)[CH:4]=[C:3]1[C:12]1([CH3:15])[CH2:14][CH2:13]1.[O:16]1[C:20]2[CH:21]=[CH:22][C:23]([C:25]3([C:28](O)=[O:29])[CH2:27][CH2:26]3)=[CH:24][C:19]=2[O:18][CH2:17]1.C(N(CC)CC)C.CN(C(ON1N=NC2C=CC=NC1=2)=[N+](C)C)C.F[P-](F)(F)(F)(F)F, predict the reaction product. The product is: [O:16]1[C:20]2[CH:21]=[CH:22][C:23]([C:25]3([C:28]([NH:11][C:7]4[CH:6]=[C:5]5[C:10](=[CH:9][CH:8]=4)[N:2]([CH3:1])[C:3]([C:12]4([CH3:15])[CH2:13][CH2:14]4)=[CH:4]5)=[O:29])[CH2:26][CH2:27]3)=[CH:24][C:19]=2[O:18][CH2:17]1.